Dataset: NCI-60 drug combinations with 297,098 pairs across 59 cell lines. Task: Regression. Given two drug SMILES strings and cell line genomic features, predict the synergy score measuring deviation from expected non-interaction effect. Drug 1: CN1CCC(CC1)COC2=C(C=C3C(=C2)N=CN=C3NC4=C(C=C(C=C4)Br)F)OC. Drug 2: CC12CCC3C(C1CCC2O)C(CC4=C3C=CC(=C4)O)CCCCCCCCCS(=O)CCCC(C(F)(F)F)(F)F. Cell line: UACC62. Synergy scores: CSS=3.51, Synergy_ZIP=-3.54, Synergy_Bliss=-1.92, Synergy_Loewe=-1.41, Synergy_HSA=-1.00.